The task is: Predict the reactants needed to synthesize the given product.. This data is from Full USPTO retrosynthesis dataset with 1.9M reactions from patents (1976-2016). Given the product [CH3:16][N:17]1[CH:21]=[C:20]([CH2:22][NH:23][C:2]2[N:7]3[N:8]=[CH:9][CH:10]=[C:6]3[N:5]=[C:4]([C:11]([O:13][CH2:14][CH3:15])=[O:12])[CH:3]=2)[CH:19]=[N:18]1, predict the reactants needed to synthesize it. The reactants are: Cl[C:2]1[N:7]2[N:8]=[CH:9][CH:10]=[C:6]2[N:5]=[C:4]([C:11]([O:13][CH2:14][CH3:15])=[O:12])[CH:3]=1.[CH3:16][N:17]1[CH:21]=[C:20]([CH2:22][NH2:23])[CH:19]=[N:18]1.C(N(CC)CC)C.O.